Regression. Given two drug SMILES strings and cell line genomic features, predict the synergy score measuring deviation from expected non-interaction effect. From a dataset of NCI-60 drug combinations with 297,098 pairs across 59 cell lines. (1) Drug 1: CC1=C2C(C(=O)C3(C(CC4C(C3C(C(C2(C)C)(CC1OC(=O)C(C(C5=CC=CC=C5)NC(=O)OC(C)(C)C)O)O)OC(=O)C6=CC=CC=C6)(CO4)OC(=O)C)OC)C)OC. Drug 2: CCN(CC)CCCC(C)NC1=C2C=C(C=CC2=NC3=C1C=CC(=C3)Cl)OC. Cell line: SN12C. Synergy scores: CSS=34.3, Synergy_ZIP=-3.13, Synergy_Bliss=-0.0515, Synergy_Loewe=-7.88, Synergy_HSA=1.37. (2) Drug 1: C1CN1C2=NC(=NC(=N2)N3CC3)N4CC4. Drug 2: C1=NC2=C(N1)C(=S)N=C(N2)N. Cell line: NCI-H226. Synergy scores: CSS=16.5, Synergy_ZIP=-3.83, Synergy_Bliss=-3.37, Synergy_Loewe=-14.0, Synergy_HSA=-2.06. (3) Drug 1: C1=CC(=CC=C1CCCC(=O)O)N(CCCl)CCCl. Drug 2: CC12CCC3C(C1CCC2O)C(CC4=C3C=CC(=C4)O)CCCCCCCCCS(=O)CCCC(C(F)(F)F)(F)F. Cell line: SK-MEL-5. Synergy scores: CSS=24.5, Synergy_ZIP=-9.06, Synergy_Bliss=-7.94, Synergy_Loewe=-7.27, Synergy_HSA=-7.36. (4) Drug 1: CN(C)C1=NC(=NC(=N1)N(C)C)N(C)C. Drug 2: COCCOC1=C(C=C2C(=C1)C(=NC=N2)NC3=CC=CC(=C3)C#C)OCCOC.Cl. Cell line: SK-MEL-28. Synergy scores: CSS=-6.65, Synergy_ZIP=1.76, Synergy_Bliss=-0.849, Synergy_Loewe=-6.24, Synergy_HSA=-5.43. (5) Drug 1: CS(=O)(=O)C1=CC(=C(C=C1)C(=O)NC2=CC(=C(C=C2)Cl)C3=CC=CC=N3)Cl. Drug 2: CC12CCC(CC1=CCC3C2CCC4(C3CC=C4C5=CN=CC=C5)C)O. Cell line: SK-MEL-2. Synergy scores: CSS=1.84, Synergy_ZIP=6.19, Synergy_Bliss=10.6, Synergy_Loewe=2.52, Synergy_HSA=5.39. (6) Cell line: HOP-92. Drug 1: C1C(C(OC1N2C=C(C(=O)NC2=O)F)CO)O. Drug 2: C1=CC=C(C(=C1)C(C2=CC=C(C=C2)Cl)C(Cl)Cl)Cl. Synergy scores: CSS=18.2, Synergy_ZIP=-4.39, Synergy_Bliss=4.41, Synergy_Loewe=-19.2, Synergy_HSA=0.151.